Dataset: Forward reaction prediction with 1.9M reactions from USPTO patents (1976-2016). Task: Predict the product of the given reaction. (1) Given the reactants C(OC([N:8]1[CH2:12][C@@H:11]([CH2:13][N:14]([CH:31]([CH3:33])[CH3:32])[C:15](=[O:30])[C:16]2[CH:21]=[CH:20][C:19]([O:22][CH3:23])=[C:18]([O:24][CH2:25][CH2:26][CH2:27][O:28][CH3:29])[CH:17]=2)[C@H:10]([OH:34])[CH2:9]1)=O)(C)(C)C.[CH2:35]([O:42][C:43]1[CH:48]=[CH:47][CH:46]=[C:45]([CH2:49]Br)[CH:44]=1)[C:36]1[CH:41]=[CH:40][CH:39]=[CH:38][CH:37]=1.CC#N.O.CC#N, predict the reaction product. The product is: [CH2:35]([O:42][C:43]1[CH:44]=[C:45]([CH:46]=[CH:47][CH:48]=1)[CH2:49][O:34][C@@H:10]1[CH2:9][NH:8][CH2:12][C@H:11]1[CH2:13][N:14]([CH:31]([CH3:32])[CH3:33])[C:15](=[O:30])[C:16]1[CH:21]=[CH:20][C:19]([O:22][CH3:23])=[C:18]([O:24][CH2:25][CH2:26][CH2:27][O:28][CH3:29])[CH:17]=1)[C:36]1[CH:37]=[CH:38][CH:39]=[CH:40][CH:41]=1. (2) Given the reactants [CH3:1][O:2][C:3](=[O:23])[CH2:4][C:5]1[CH:14]=[C:13]([O:15][CH:16]2[CH2:21][CH2:20][NH:19][CH2:18][CH2:17]2)[C:12]2[C:7](=[CH:8][CH:9]=[C:10]([F:22])[CH:11]=2)[CH:6]=1.[CH3:24][S:25](Cl)(=[O:27])=[O:26].C(N(CC)CC)C, predict the reaction product. The product is: [CH3:1][O:2][C:3](=[O:23])[CH2:4][C:5]1[CH:14]=[C:13]([O:15][CH:16]2[CH2:17][CH2:18][N:19]([S:25]([CH3:24])(=[O:27])=[O:26])[CH2:20][CH2:21]2)[C:12]2[C:7](=[CH:8][CH:9]=[C:10]([F:22])[CH:11]=2)[CH:6]=1. (3) Given the reactants [C:1]([C:3]1([NH:6][C:7]([C@@H:9]2[CH2:13][C@@H:12]([S:14][C:15]3[CH:20]=[CH:19][C:18]([C:21]4[CH:22]=[N:23][N:24]([CH3:26])[CH:25]=4)=[CH:17][C:16]=3[C:27]([F:30])([F:29])[F:28])[CH2:11][N:10]2[C:31]([C:33]2([C:36]([F:39])([F:38])[F:37])[CH2:35][CH2:34]2)=[O:32])=[O:8])[CH2:5][CH2:4]1)#[N:2].[OH2:40].[OH2:41].O.O.O.O.C(O[O-])(=O)C1C(=CC=CC=1)C([O-])=O.[Mg+2].S(S([O-])=O)([O-])(=O)=O.[Na+].[Na+].[OH-].[Na+], predict the reaction product. The product is: [C:1]([C:3]1([NH:6][C:7]([C@@H:9]2[CH2:13][C@@H:12]([S:14]([C:15]3[CH:20]=[CH:19][C:18]([C:21]4[CH:22]=[N:23][N:24]([CH3:26])[CH:25]=4)=[CH:17][C:16]=3[C:27]([F:30])([F:29])[F:28])(=[O:41])=[O:40])[CH2:11][N:10]2[C:31]([C:33]2([C:36]([F:39])([F:38])[F:37])[CH2:34][CH2:35]2)=[O:32])=[O:8])[CH2:4][CH2:5]1)#[N:2].